This data is from Reaction yield outcomes from USPTO patents with 853,638 reactions. The task is: Predict the reaction yield, written as a fraction of the theoretical maximum amount of product (1.0 means a 100% yield; for example, 0.34 means a 34% yield). (1) The reactants are C([O:3][C:4]([C:6]1[N:7]=[N:8][C:9]([O:12][CH2:13][C:14]2[C:15]([C:20]3[CH:25]=[CH:24][CH:23]=[CH:22][CH:21]=3)=[N:16][O:17][C:18]=2[CH3:19])=[CH:10][CH:11]=1)=[O:5])C.[OH-].[Na+].C(=O)([O-])[O-].[Na+].[Na+]. The catalyst is C(O)C. The product is [CH3:19][C:18]1[O:17][N:16]=[C:15]([C:20]2[CH:21]=[CH:22][CH:23]=[CH:24][CH:25]=2)[C:14]=1[CH2:13][O:12][C:9]1[N:8]=[N:7][C:6]([C:4]([OH:5])=[O:3])=[CH:11][CH:10]=1. The yield is 1.00. (2) The reactants are [N+:1]([C:4]1[CH:12]=[C:11]2[C:7]([CH:8]=[CH:9][NH:10]2)=[CH:6][CH:5]=1)([O-:3])=[O:2].ClS([N:17]=[C:18]=O)(=O)=O.C([O-])(O)=O.[Na+]. The catalyst is CN(C=O)C.CC#N. The product is [N+:1]([C:4]1[CH:12]=[C:11]2[C:7]([C:8]([C:18]#[N:17])=[CH:9][NH:10]2)=[CH:6][CH:5]=1)([O-:3])=[O:2]. The yield is 0.820.